This data is from NCI-60 drug combinations with 297,098 pairs across 59 cell lines. The task is: Regression. Given two drug SMILES strings and cell line genomic features, predict the synergy score measuring deviation from expected non-interaction effect. Drug 1: COC1=C2C(=CC3=C1OC=C3)C=CC(=O)O2. Drug 2: COCCOC1=C(C=C2C(=C1)C(=NC=N2)NC3=CC=CC(=C3)C#C)OCCOC.Cl. Cell line: MOLT-4. Synergy scores: CSS=-3.87, Synergy_ZIP=4.44, Synergy_Bliss=3.26, Synergy_Loewe=-3.03, Synergy_HSA=-4.42.